Regression. Given a peptide amino acid sequence and an MHC pseudo amino acid sequence, predict their binding affinity value. This is MHC class II binding data. From a dataset of Peptide-MHC class II binding affinity with 134,281 pairs from IEDB. (1) The peptide sequence is YDKFLVNVSTVLTGK. The MHC is DRB1_0401 with pseudo-sequence DRB1_0401. The binding affinity (normalized) is 0.685. (2) The peptide sequence is PFTIPSMHQVLDEAI. The binding affinity (normalized) is 0.619. The MHC is DRB4_0103 with pseudo-sequence DRB4_0103. (3) The peptide sequence is EKTYFAATQFEPLAA. The MHC is DRB1_1001 with pseudo-sequence DRB1_1001. The binding affinity (normalized) is 0.548. (4) The peptide sequence is GSDPKKLVLNIKYTR. The MHC is HLA-DQA10401-DQB10402 with pseudo-sequence HLA-DQA10401-DQB10402. The binding affinity (normalized) is 0.0978. (5) The peptide sequence is PNTDGIHIGDSSKVT. The MHC is DRB1_0405 with pseudo-sequence DRB1_0405. The binding affinity (normalized) is 0.0261. (6) The peptide sequence is GVFHTMWHVTRGAVL. The MHC is DRB1_0701 with pseudo-sequence DRB1_0701. The binding affinity (normalized) is 0.867. (7) The MHC is DRB1_0101 with pseudo-sequence DRB1_0101. The peptide sequence is VFLLVTLAILTALRL. The binding affinity (normalized) is 0.688. (8) The peptide sequence is CTSHGKQNVLISVSN. The MHC is DRB1_0101 with pseudo-sequence DRB1_0101. The binding affinity (normalized) is 0.475. (9) The peptide sequence is RNFYFINRLTGYLRN. The MHC is DRB5_0101 with pseudo-sequence DRB5_0101. The binding affinity (normalized) is 0.841. (10) The peptide sequence is IEENGSMRVFVDVIR. The MHC is DRB3_0101 with pseudo-sequence DRB3_0101. The binding affinity (normalized) is 0.343.